Dataset: Reaction yield outcomes from USPTO patents with 853,638 reactions. Task: Predict the reaction yield, written as a fraction of the theoretical maximum amount of product (1.0 means a 100% yield; for example, 0.34 means a 34% yield). (1) The reactants are [CH:1]([NH:4][C:5]([C@@H:7]1[CH2:12][CH2:11][C@H:10]([N:13]2[C:21]3[CH:20]=[C:19]([O:22][CH2:23][CH2:24][N:25]4[CH2:30][CH2:29][CH2:28][CH2:27][CH2:26]4)[N:18]=[CH:17][C:16]=3[NH:15]/[C:14]/2=[N:31]\[C:32]([C:34]2[CH:35]=[CH:36]C3C=CS[C:38]=3[CH:42]=2)=[O:33])[CH2:9][CH2:8]1)=[O:6])([CH3:3])[CH3:2].C(O)(=O)C1C=C[N:47]=CC=1. No catalyst specified. The product is [CH:1]([NH:4][C:5]([C@@H:7]1[CH2:8][CH2:9][C@H:10]([N:13]2[C:21]3[CH:20]=[C:19]([O:22][CH2:23][CH2:24][N:25]4[CH2:30][CH2:29][CH2:28][CH2:27][CH2:26]4)[N:18]=[CH:17][C:16]=3[NH:15]/[C:14]/2=[N:31]\[C:32](=[O:33])[C:34]2[CH:35]=[CH:36][N:47]=[CH:38][CH:42]=2)[CH2:11][CH2:12]1)=[O:6])([CH3:2])[CH3:3]. The yield is 0.442. (2) The reactants are [Cl:1][C:2]1[N:7]=[C:6]([NH:8][C:9](=[O:11])[CH3:10])[CH:5]=[C:4](Cl)[N:3]=1.[NH:13]1[CH:17]=[CH:16][CH:15]=[N:14]1.C(=O)([O-])[O-].[Cs+].[Cs+].O. The catalyst is CN(C=O)C. The product is [Cl:1][C:2]1[N:7]=[C:6]([NH:8][C:9](=[O:11])[CH3:10])[CH:5]=[C:4]([N:13]2[CH:17]=[CH:16][CH:15]=[N:14]2)[N:3]=1. The yield is 0.260. (3) The reactants are C([O:5][C:6]([CH:8]1[CH:12]([C:13]2[CH:18]=[CH:17][CH:16]=[C:15]([Cl:19])[C:14]=2[F:20])[C:11]([C:29]#[N:30])([C:21]2[CH:26]=[CH:25][C:24]([Cl:27])=[CH:23][C:22]=2[Cl:28])[CH:10]([CH2:31][C:32]([CH3:35])([CH3:34])[CH3:33])[NH:9]1)=[O:7])(C)(C)C.[F:36][C:37]([F:42])([F:41])[C:38]([OH:40])=[O:39]. The catalyst is ClCCl. The product is [F:36][C:37]([F:42])([F:41])[C:38]([OH:40])=[O:39].[Cl:19][C:15]1[C:14]([F:20])=[C:13]([CH:12]2[C:11]([C:29]#[N:30])([C:21]3[CH:26]=[CH:25][C:24]([Cl:27])=[CH:23][C:22]=3[Cl:28])[CH:10]([CH2:31][C:32]([CH3:35])([CH3:33])[CH3:34])[NH:9][CH:8]2[C:6]([OH:7])=[O:5])[CH:18]=[CH:17][CH:16]=1. The yield is 1.00.